From a dataset of NCI-60 drug combinations with 297,098 pairs across 59 cell lines. Regression. Given two drug SMILES strings and cell line genomic features, predict the synergy score measuring deviation from expected non-interaction effect. (1) Drug 1: CC1C(C(CC(O1)OC2CC(CC3=C2C(=C4C(=C3O)C(=O)C5=C(C4=O)C(=CC=C5)OC)O)(C(=O)CO)O)N)O.Cl. Drug 2: CS(=O)(=O)OCCCCOS(=O)(=O)C. Cell line: PC-3. Synergy scores: CSS=0.667, Synergy_ZIP=-2.19, Synergy_Bliss=-3.04, Synergy_Loewe=-3.23, Synergy_HSA=-3.18. (2) Drug 1: C1CC(C1)(C(=O)O)C(=O)O.[NH2-].[NH2-].[Pt+2]. Drug 2: CS(=O)(=O)OCCCCOS(=O)(=O)C. Cell line: SN12C. Synergy scores: CSS=9.28, Synergy_ZIP=-1.03, Synergy_Bliss=1.72, Synergy_Loewe=0.0717, Synergy_HSA=0.242. (3) Drug 1: C(CC(=O)O)C(=O)CN.Cl. Drug 2: C1=NNC2=C1C(=O)NC=N2. Cell line: BT-549. Synergy scores: CSS=-0.272, Synergy_ZIP=-2.26, Synergy_Bliss=-0.0436, Synergy_Loewe=-2.25, Synergy_HSA=-1.70. (4) Drug 1: CN1CCC(CC1)COC2=C(C=C3C(=C2)N=CN=C3NC4=C(C=C(C=C4)Br)F)OC. Drug 2: CCN(CC)CCNC(=O)C1=C(NC(=C1C)C=C2C3=C(C=CC(=C3)F)NC2=O)C. Cell line: PC-3. Synergy scores: CSS=8.04, Synergy_ZIP=-2.16, Synergy_Bliss=0.214, Synergy_Loewe=-4.76, Synergy_HSA=-0.149. (5) Drug 1: CCC1=CC2CC(C3=C(CN(C2)C1)C4=CC=CC=C4N3)(C5=C(C=C6C(=C5)C78CCN9C7C(C=CC9)(C(C(C8N6C)(C(=O)OC)O)OC(=O)C)CC)OC)C(=O)OC.C(C(C(=O)O)O)(C(=O)O)O. Drug 2: CC12CCC3C(C1CCC2O)C(CC4=C3C=CC(=C4)O)CCCCCCCCCS(=O)CCCC(C(F)(F)F)(F)F. Cell line: OVCAR-4. Synergy scores: CSS=28.4, Synergy_ZIP=-8.63, Synergy_Bliss=-0.930, Synergy_Loewe=-12.3, Synergy_HSA=-0.424. (6) Synergy scores: CSS=3.07, Synergy_ZIP=0.888, Synergy_Bliss=4.82, Synergy_Loewe=2.71, Synergy_HSA=1.41. Drug 2: C1CC(=O)NC(=O)C1N2C(=O)C3=CC=CC=C3C2=O. Drug 1: CCCS(=O)(=O)NC1=C(C(=C(C=C1)F)C(=O)C2=CNC3=C2C=C(C=N3)C4=CC=C(C=C4)Cl)F. Cell line: SK-MEL-2. (7) Drug 1: COC1=C2C(=CC3=C1OC=C3)C=CC(=O)O2. Drug 2: C1C(C(OC1N2C=NC(=NC2=O)N)CO)O. Cell line: LOX IMVI. Synergy scores: CSS=-7.34, Synergy_ZIP=8.34, Synergy_Bliss=5.03, Synergy_Loewe=-15.5, Synergy_HSA=-11.9. (8) Drug 1: CC(C)(C#N)C1=CC(=CC(=C1)CN2C=NC=N2)C(C)(C)C#N. Drug 2: CN(C(=O)NC(C=O)C(C(C(CO)O)O)O)N=O. Cell line: NCI-H226. Synergy scores: CSS=-2.67, Synergy_ZIP=5.22, Synergy_Bliss=5.83, Synergy_Loewe=-3.36, Synergy_HSA=-2.78.